From a dataset of Peptide-MHC class II binding affinity with 134,281 pairs from IEDB. Regression. Given a peptide amino acid sequence and an MHC pseudo amino acid sequence, predict their binding affinity value. This is MHC class II binding data. (1) The peptide sequence is PTPKIIEECEHLEDG. The MHC is HLA-DQA10201-DQB10303 with pseudo-sequence HLA-DQA10201-DQB10303. The binding affinity (normalized) is 0. (2) The peptide sequence is ETDTYPDKLPFKN. The MHC is DRB4_0101 with pseudo-sequence DRB4_0103. The binding affinity (normalized) is 0. (3) The peptide sequence is WKMLDPRQGLAVLRK. The MHC is DRB3_0101 with pseudo-sequence DRB3_0101. The binding affinity (normalized) is 0.241. (4) The peptide sequence is WIESQKNGSWKLEKA. The MHC is DRB1_0901 with pseudo-sequence DRB1_0901. The binding affinity (normalized) is 0.185. (5) The peptide sequence is DEALNNRFQIKGVEL. The MHC is DRB1_1501 with pseudo-sequence DRB1_1501. The binding affinity (normalized) is 0.162. (6) The MHC is DRB5_0101 with pseudo-sequence DRB5_0101. The peptide sequence is QFGTMPSLTMACMAK. The binding affinity (normalized) is 0.215. (7) The peptide sequence is SRKECPFSNRVWNSF. The MHC is HLA-DQA10303-DQB10402 with pseudo-sequence HLA-DQA10303-DQB10402. The binding affinity (normalized) is 0.501.